Dataset: CYP1A2 inhibition data for predicting drug metabolism from PubChem BioAssay. Task: Regression/Classification. Given a drug SMILES string, predict its absorption, distribution, metabolism, or excretion properties. Task type varies by dataset: regression for continuous measurements (e.g., permeability, clearance, half-life) or binary classification for categorical outcomes (e.g., BBB penetration, CYP inhibition). Dataset: cyp1a2_veith. The molecule is O=C(c1ccco1)N1CCC2(CCN(Cc3cc(C(F)(F)F)cc(C(F)(F)F)c3)CC2)CC1. The result is 0 (non-inhibitor).